Task: Predict the reactants needed to synthesize the given product.. Dataset: Full USPTO retrosynthesis dataset with 1.9M reactions from patents (1976-2016) Given the product [C:3]1([N:8]2[C:32]3[CH:31]=[CH:30][CH:29]=[CH:28][C:27]=3[N:26]=[C:11]2[CH2:12][CH2:13][CH2:14][CH2:15][CH2:16][CH2:17][CH2:18][CH2:19][CH2:20][CH2:21][CH2:22][CH2:23][CH3:24])[CH:4]=[CH:5][CH:6]=[CH:7][CH:2]=1, predict the reactants needed to synthesize it. The reactants are: I[C:2]1[CH:7]=[CH:6][CH:5]=[CH:4][C:3]=1[N+:8]([O-])=O.[C:11]([NH:26][C:27]1[CH:32]=[CH:31][CH:30]=[CH:29][CH:28]=1)(=O)[CH2:12][CH2:13][CH2:14][CH2:15][CH2:16][CH2:17][CH2:18][CH2:19][CH2:20][CH2:21][CH2:22][CH2:23][CH3:24].